Dataset: Forward reaction prediction with 1.9M reactions from USPTO patents (1976-2016). Task: Predict the product of the given reaction. (1) Given the reactants [CH3:1][C:2]1([CH3:26])[CH:11](O)[C:10]2[C:5](=[CH:6][CH:7]=[C:8]([C:13]([F:16])([F:15])[F:14])[CH:9]=2)[NH:4][CH:3]1[C:17]1[CH:22]=[CH:21][CH:20]=[C:19]([N+:23]([O-:25])=[O:24])[CH:18]=1.FC(F)(F)C(O)=O, predict the reaction product. The product is: [CH3:1][C:2]1([CH3:26])[CH2:11][C:10]2[C:5](=[CH:6][CH:7]=[C:8]([C:13]([F:15])([F:14])[F:16])[CH:9]=2)[NH:4][CH:3]1[C:17]1[CH:22]=[CH:21][CH:20]=[C:19]([N+:23]([O-:25])=[O:24])[CH:18]=1. (2) The product is: [CH3:3][C:4]1([CH2:9][CH2:10][CH2:11][CH2:12][N:13]2[CH:17]=[CH:16][C:15]([NH2:18])=[N:14]2)[O:8][CH2:7][CH2:6][O:5]1. Given the reactants N#N.[CH3:3][C:4]1([CH2:9][CH2:10][CH2:11][CH2:12][N:13]2[CH:17]=[CH:16][C:15]([N+:18]([O-])=O)=[N:14]2)[O:8][CH2:7][CH2:6][O:5]1.[NH4+].[Cl-], predict the reaction product. (3) Given the reactants [Cl:1][C:2]1[CH:3]=[C:4]([CH:7]=[CH:8][CH:9]=1)[CH2:5][NH2:6].[C:10](O[C:10]([O:12][C:13]([CH3:16])([CH3:15])[CH3:14])=[O:11])([O:12][C:13]([CH3:16])([CH3:15])[CH3:14])=[O:11], predict the reaction product. The product is: [C:13]([O:12][C:10](=[O:11])[NH:6][CH2:5][C:4]1[CH:7]=[CH:8][CH:9]=[C:2]([Cl:1])[CH:3]=1)([CH3:16])([CH3:15])[CH3:14]. (4) Given the reactants CCN(S(F)(F)[F:7])CC.O[CH:11]1[CH2:15][N:14]([C:16]([O:18][CH2:19][C:20]2[CH:25]=[CH:24][CH:23]=[CH:22][CH:21]=2)=[O:17])[C@H:13]([C:26]([O:28][CH2:29][CH3:30])=[O:27])[CH:12]1[CH3:31], predict the reaction product. The product is: [F:7][CH:11]1[CH2:15][N:14]([C:16]([O:18][CH2:19][C:20]2[CH:25]=[CH:24][CH:23]=[CH:22][CH:21]=2)=[O:17])[C@H:13]([C:26]([O:28][CH2:29][CH3:30])=[O:27])[CH:12]1[CH3:31]. (5) Given the reactants Cl.[F:2][C:3]1[CH:8]=[CH:7][C:6]([NH:9][C:10]2[CH:15]=[CH:14][N:13]=[C:12]([NH:16][C:17]3[CH:22]=[CH:21][C:20]([S:23]([Cl:26])(=[O:25])=[O:24])=[CH:19][CH:18]=3)[N:11]=2)=[CH:5][CH:4]=1.C(OC([N:34]1[CH2:38][CH2:37][CH2:36][CH:35]1[CH2:39][NH:40][CH:41]1[CH2:46][CH2:45][N:44]([CH3:47])[CH2:43][CH2:42]1)=O)(C)(C)C, predict the reaction product. The product is: [ClH:26].[F:2][C:3]1[CH:8]=[CH:7][C:6]([NH:9][C:10]2[CH:15]=[CH:14][N:13]=[C:12]([NH:16][C:17]3[CH:22]=[CH:21][C:20]([S:23]([N:40]([CH:41]4[CH2:42][CH2:43][N:44]([CH3:47])[CH2:45][CH2:46]4)[CH2:39][C@@H:35]4[CH2:36][CH2:37][CH2:38][NH:34]4)(=[O:25])=[O:24])=[CH:19][CH:18]=3)[N:11]=2)=[CH:5][CH:4]=1. (6) Given the reactants [Br:1][C:2]1[C:7](I)=[CH:6][N:5]=[C:4]([N:9]([CH2:19][C:20]2[CH:25]=[CH:24][C:23]([O:26][CH3:27])=[CH:22][CH:21]=2)[CH2:10][C:11]2[CH:16]=[CH:15][C:14]([O:17][CH3:18])=[CH:13][CH:12]=2)[CH:3]=1.[CH2:28]([Sn](CCCC)(CCCC)C=C)[CH2:29]CC.[F-].[K+], predict the reaction product. The product is: [Br:1][C:2]1[C:7]([CH:28]=[CH2:29])=[CH:6][N:5]=[C:4]([N:9]([CH2:19][C:20]2[CH:25]=[CH:24][C:23]([O:26][CH3:27])=[CH:22][CH:21]=2)[CH2:10][C:11]2[CH:16]=[CH:15][C:14]([O:17][CH3:18])=[CH:13][CH:12]=2)[CH:3]=1. (7) Given the reactants [CH3:1][C:2]([CH2:4][CH2:5][CH2:6][CH2:7][CH3:8])=[CH2:3].[CH:9]([Br:12])(Br)[Br:10].[OH-].[Na+], predict the reaction product. The product is: [Br:10][C:9]1([Br:12])[CH2:1][C:2]1([CH3:3])[CH2:4][CH2:5][CH2:6][CH2:7][CH3:8]. (8) The product is: [OH:3][C:4]1[C:11]([O:12][CH3:13])=[CH:10][C:7](/[CH:8]=[CH:29]/[C:30]([O:31][CH2:32][CH3:28])=[O:17])=[CH:6][C:5]=1[O:14][CH3:15]. Given the reactants [H-].[Na+].[OH:3][C:4]1[C:11]([O:12][CH3:13])=[CH:10][C:7]([CH:8]=O)=[CH:6][C:5]=1[O:14][CH3:15].S(NN)(C1C=CC(C)=CC=1)(=O)=[O:17].[CH2:28]1[CH2:32][O:31][CH2:30][CH2:29]1, predict the reaction product.